This data is from Full USPTO retrosynthesis dataset with 1.9M reactions from patents (1976-2016). The task is: Predict the reactants needed to synthesize the given product. (1) Given the product [Cl:15][C:16]1[CH:17]=[C:18]2[C:22](=[CH:23][CH:24]=1)[N:21]([CH2:10][CH2:11][CH2:12][N:4]1[CH2:1][CH2:2][O:13][CH2:6][CH2:5]1)[C:20](=[O:25])[C:19]2=[O:26], predict the reactants needed to synthesize it. The reactants are: [CH2:1]([N:4]1[C:12]2C(=CC=[CH:10][CH:11]=2)[C:6](=[O:13])[C:5]1=O)[CH2:2]C.[Cl:15][C:16]1[CH:17]=[C:18]2[C:22](=[CH:23][CH:24]=1)[NH:21][C:20](=[O:25])[C:19]2=[O:26].BrCCCN1CCOCC1. (2) Given the product [CH3:1][O:2][C:3]1[CH:4]=[C:5]2[C:9](=[CH:10][CH:11]=1)[N:8]([CH2:12][CH2:13][CH2:14][N:15]1[CH:19]=[C:18]([NH:20][C:21]([C:23]3[N:24]=[CH:25][O:26][C:27]=3[C:28]3[CH:29]=[C:30]([CH3:34])[CH:31]=[CH:32][CH:33]=3)=[O:22])[CH:17]=[N:16]1)[CH:7]=[CH:6]2, predict the reactants needed to synthesize it. The reactants are: [CH3:1][O:2][C:3]1[CH:4]=[C:5]2[C:9](=[CH:10][CH:11]=1)[N:8]([CH2:12][CH2:13][CH2:14][N:15]1[CH:19]=[C:18]([NH:20][C:21]([C:23]3[N:24]=[CH:25][O:26][C:27]=3[C:28]3[CH:29]=[C:30]([CH3:34])[CH:31]=[CH:32][CH:33]=3)=[O:22])[CH:17]=[N:16]1)[CH2:7][CH2:6]2. (3) Given the product [F:17][C:14]1[CH:13]=[CH:12][C:11]([C:8]2[CH:7]=[C:6]([CH2:5][OH:4])[O:10][N:9]=2)=[CH:16][CH:15]=1, predict the reactants needed to synthesize it. The reactants are: C([O:4][CH2:5][C:6]1[O:10][N:9]=[C:8]([C:11]2[CH:16]=[CH:15][C:14]([F:17])=[CH:13][CH:12]=2)[CH:7]=1)(=O)C.[OH-].[Na+].Cl. (4) Given the product [Li+:26].[C:1]([N:4]1[CH2:9][CH2:8][N:7]([C:10]2[CH:11]=[CH:12][C:13]([CH3:16])=[CH:14][CH:15]=2)[C:6](=[O:17])[CH:5]1[CH:18]([OH:24])[C:19]([O-:21])=[O:20])(=[O:3])[CH3:2], predict the reactants needed to synthesize it. The reactants are: [C:1]([N:4]1[CH2:9][CH2:8][N:7]([C:10]2[CH:15]=[CH:14][C:13]([CH3:16])=[CH:12][CH:11]=2)[C:6](=[O:17])[CH:5]1[CH:18]([OH:24])[C:19]([O:21]CC)=[O:20])(=[O:3])[CH3:2].O[Li:26].O.[OH-].[Na+]. (5) Given the product [Cl:1][C:2]1[CH:3]=[CH:4][C:5]([F:19])=[C:6]([C:8]2[N:17]=[C:16]([NH:20][C:21]3[CH:26]=[CH:25][N:24]=[CH:23][CH:22]=3)[C:15]3[C:10](=[N:11][CH:12]=[CH:13][N:14]=3)[N:9]=2)[CH:7]=1, predict the reactants needed to synthesize it. The reactants are: [Cl:1][C:2]1[CH:3]=[CH:4][C:5]([F:19])=[C:6]([C:8]2[NH:17][C:16](=O)[C:15]3[C:10](=[N:11][CH:12]=[CH:13][N:14]=3)[N:9]=2)[CH:7]=1.[NH2:20][C:21]1[CH:26]=[CH:25][N:24]=[CH:23][CH:22]=1.C(N(C1C=CN=CC=1)C1C2C(=NC=CN=2)N=C(C2C=C(Br)C=CC=2F)N=1)CCC. (6) Given the product [CH:1]1[C:13]2[NH:12][C:11]3[C:6](=[CH:7][CH:8]=[CH:9][CH:10]=3)[C:5]=2[CH:4]=[CH:3][N:2]=1, predict the reactants needed to synthesize it. The reactants are: [CH2:1]1[C:13]2[NH:12][C:11]3[C:6](=[CH:7][CH:8]=[CH:9][CH:10]=3)[C:5]=2[CH2:4][CH2:3][NH:2]1. (7) Given the product [CH3:2][C:13]1[CH:14]=[C:15]([C:22]([OH:24])=[O:23])[C:16]2[C:21](=[CH:20][CH:19]=[CH:18][CH:17]=2)[N:12]=1, predict the reactants needed to synthesize it. The reactants are: N1C2C(=CC=CC=2)C(=O)[C:2]1=O.[N:12]1[C:21]2[C:16](=[CH:17][CH:18]=[CH:19][CH:20]=2)[C:15]([C:22]([OH:24])=[O:23])=[CH:14][CH:13]=1. (8) Given the product [NH:5]1[C:13]2[C:8](=[C:9]([NH:14][C:15]([NH:17][CH:18]3[C:27]4[C:22](=[CH:23][C:24]([C:28]([F:29])([F:31])[F:30])=[CH:25][CH:26]=4)[O:21][CH2:20][CH2:19]3)=[O:16])[CH:10]=[CH:11][CH:12]=2)[CH:7]=[N:6]1, predict the reactants needed to synthesize it. The reactants are: COC([N:5]1[C:13]2[C:8](=[C:9]([NH:14][C:15]([NH:17][CH:18]3[C:27]4[C:22](=[CH:23][C:24]([C:28]([F:31])([F:30])[F:29])=[CH:25][CH:26]=4)[O:21][CH2:20][CH2:19]3)=[O:16])[CH:10]=[CH:11][CH:12]=2)[CH:7]=[N:6]1)=O.COC(N1C2C(=C(NC(NC3C4C(=CC(C(C)(C)C)=CC=4)OCC3)=O)C=CC=2)C=N1)=O. (9) Given the product [C:1]1([CH2:11][N:12]2[C:13]3[CH:18]=[C:26]([CH3:27])[CH:16]=[CH:15][C:14]=3[N:20]=[C:22]2[SH:21])[C:10]2[C:5](=[CH:6][CH:7]=[CH:8][CH:9]=2)[CH:4]=[CH:3][CH:2]=1, predict the reactants needed to synthesize it. The reactants are: [C:1]1([CH2:11][NH:12][C:13]2[CH:18]=C[C:16](C)=[CH:15][C:14]=2[NH2:20])[C:10]2[C:5](=[CH:6][CH:7]=[CH:8][CH:9]=2)[CH:4]=[CH:3][CH:2]=1.[SH-:21].[C+4:22].[SH-].[SH-].[SH-].[CH2:26](O)[CH3:27].